The task is: Predict the product of the given reaction.. This data is from Forward reaction prediction with 1.9M reactions from USPTO patents (1976-2016). (1) Given the reactants Br.[Br-].[CH3:3][NH:4][CH2:5][CH2:6][CH2:7][P+](C1C=CC=CC=1)(C1C=CC=CC=1)C1C=CC=CC=1.C([Li])CCC.[CH:32]1[C:42]2[C:41](=O)[C:40]3[CH:44]=[CH:45][CH:46]=[CH:47][C:39]=3[CH2:38][O:37][C:36]=2[CH:35]=[CH:34][CH:33]=1.O, predict the reaction product. The product is: [CH3:3][NH:4][CH2:5][CH2:6]/[CH:7]=[C:41]1\[C:40]2[C:39]([CH2:38][O:37][C:36]3[C:42]\1=[CH:32][CH:33]=[CH:34][CH:35]=3)=[CH:47][CH:46]=[CH:45][CH:44]=2. (2) Given the reactants [CH2:1]1[C:10]2[C:5](=[CH:6][C:7]([OH:12])=[CH:8][C:9]=2[OH:11])[O:4][C@H:3]([C:13]2[CH:20]=[C:19]3[C:21]([C@@H:27]4[O:36][C:35]5[C:30](=[C:31]([OH:38])[CH:32]=[C:33]([OH:37])[CH:34]=5)[CH2:29][C@@H:28]4[O:39][C:40]([C:42]4[CH:47]=[C:46]([OH:48])[C:45]([OH:49])=[C:44]([OH:50])[CH:43]=4)=[O:41])=[CH:22][C:23]([OH:26])=[C:24]([OH:25])[C:18]3=[C:17]([OH:51])[C:15](=[O:16])[CH:14]=2)[C@@H:2]1[OH:52].[CH2:53]1[C:62]2[C:57](=[CH:58][C:59]([OH:64])=[CH:60][C:61]=2[OH:63])[O:56][C@H:55]([C:65]2[CH:70]=[C:69](O)[C:68]([OH:72])=[C:67]([OH:73])[CH:66]=2)[C@@H:54]1[O:74][C:75]([C:77]1[CH:82]=[C:81]([OH:83])[C:80]([OH:84])=[C:79]([OH:85])[CH:78]=1)=[O:76], predict the reaction product. The product is: [CH2:1]1[C:10]2[C:5](=[CH:6][C:7]([OH:12])=[CH:8][C:9]=2[OH:11])[O:4][C@@H:3]([C:13]2[C:20]3[C:18](=[C:24]([OH:25])[C:23]([CH:22]=[C:21]([C@H:27]4[O:36][C:35]5[C:30](=[C:31]([OH:38])[CH:32]=[C:33]([OH:37])[CH:34]=5)[CH2:29][C@H:28]4[O:39][C:40]([C:42]4[CH:43]=[C:44]([OH:50])[C:45]([OH:49])=[C:46]([OH:48])[CH:47]=4)=[O:41])[CH:19]=3)=[O:26])[C:17]([OH:51])=[C:15]([OH:16])[CH:14]=2)[C@H:2]1[OH:52].[CH2:29]1[C:30]2[C:35](=[CH:34][C:33]([OH:37])=[CH:32][C:31]=2[OH:38])[O:36][C@H:27]([C:21]2[CH:19]=[C:70]3[C:65]([C@H:55]4[O:56][C:57]5[C:62](=[C:61]([OH:63])[CH:60]=[C:59]([OH:64])[CH:58]=5)[CH2:53][C@H:54]4[O:74][C:75]([C:77]4[CH:82]=[C:81]([OH:83])[C:80]([OH:84])=[C:79]([OH:85])[CH:78]=4)=[O:76])=[CH:66][C:67]([OH:73])=[C:68]([OH:72])[C:69]3=[C:24]([OH:25])[C:23](=[O:26])[CH:22]=2)[C@@H:28]1[O:39][C:40]([C:42]1[CH:43]=[C:44]([OH:50])[C:45]([OH:49])=[C:46]([OH:48])[CH:47]=1)=[O:41]. (3) Given the reactants [H-].[Na+].Br[CH2:4][C:5]1[CH:6]=[C:7]([CH:10]=[CH:11][CH:12]=1)[C:8]#[N:9].[CH2:13]([OH:16])[CH2:14][OH:15], predict the reaction product. The product is: [OH:15][CH2:14][CH2:13][O:16][CH2:4][C:5]1[CH:6]=[C:7]([CH:10]=[CH:11][CH:12]=1)[C:8]#[N:9]. (4) Given the reactants [O:1]=[C:2]1[CH2:7][CH2:6][N:5]([C:8]([O:10][C:11]([CH3:14])([CH3:13])[CH3:12])=[O:9])[CH2:4][CH2:3]1.[CH:15]([N-]C(C)C)(C)C.[Li+].IC, predict the reaction product. The product is: [CH3:15][CH:7]1[C:2](=[O:1])[CH2:3][CH2:4][N:5]([C:8]([O:10][C:11]([CH3:14])([CH3:13])[CH3:12])=[O:9])[CH2:6]1.